Task: Predict the product of the given reaction.. Dataset: Forward reaction prediction with 1.9M reactions from USPTO patents (1976-2016) (1) Given the reactants Cl.[NH2:2][C@H:3]1[CH2:8][CH2:7][C@H:6]([C:9](O)=[O:10])[CH2:5][CH2:4]1.[H-].[Al+3].[Li+].[H-].[H-].[H-].O.[OH-].[Na+], predict the reaction product. The product is: [NH2:2][C@H:3]1[CH2:8][CH2:7][C@H:6]([CH2:9][OH:10])[CH2:5][CH2:4]1. (2) Given the reactants I[C:2]1[CH:12]=[CH:11][C:5]([C:6]([O:8][CH2:9][CH3:10])=[O:7])=[CH:4][CH:3]=1.[N:13]1[CH:18]=[CH:17][CH:16]=[CH:15][C:14]=1[O-:19].C([N+](CCCC)(CCCC)CCCC)CCC, predict the reaction product. The product is: [O:19]=[C:14]1[CH:15]=[CH:16][CH:17]=[CH:18][N:13]1[C:2]1[CH:12]=[CH:11][C:5]([C:6]([O:8][CH2:9][CH3:10])=[O:7])=[CH:4][CH:3]=1. (3) Given the reactants [CH3:1][NH:2][C:3]1[CH:8]=[CH:7][N:6]=[CH:5][C:4]=1[N+:9]([O-])=O, predict the reaction product. The product is: [CH3:1][NH:2][C:3]1[CH:8]=[CH:7][N:6]=[CH:5][C:4]=1[NH2:9]. (4) The product is: [C:19]1([CH:45]([Cl:47])[CH2:34][CH2:33][N:35]2[CH2:38][CH2:39][CH:11]([N:16]([CH2:30][CH3:31])[C:17](=[O:29])[CH:18]([S:41]([CH3:40])(=[O:43])=[O:42])[C:19]3[CH:20]=[CH:21][CH:22]=[CH:23][CH:24]=3)[CH2:37][CH2:36]2)[CH:24]=[CH:23][CH:22]=[CH:21][CH:20]=1. Given the reactants C1(C(O)CCN2CCCC[CH:11]2[N:16]([CH2:30][CH3:31])[C:17](=[O:29])[CH2:18][C:19]2[CH:24]=[CH:23][C:22](S(C)(=O)=O)=[CH:21][CH:20]=2)C=CC=CC=1.[CH2:33]([N:35]([CH2:38][CH3:39])[CH2:36][CH3:37])[CH3:34].[CH3:40][S:41](Cl)(=[O:43])=[O:42].[CH2:45]([Cl:47])Cl, predict the reaction product. (5) Given the reactants Cl[C:2]1[N:7]=[CH:6][C:5](C#N)=[CH:4][C:3]=1[N+:10]([O-:12])=[O:11].[NH2:13][C:14]1[CH:15]=[C:16]([CH:20]=[CH:21][CH:22]=1)[C:17]([OH:19])=[O:18].C(N(CC)CC)C.[ClH:30], predict the reaction product. The product is: [Cl:30][C:5]1[CH:4]=[C:3]([N+:10]([O-:12])=[O:11])[C:2]([NH:13][C:14]2[CH:15]=[C:16]([CH:20]=[CH:21][CH:22]=2)[C:17]([OH:19])=[O:18])=[N:7][CH:6]=1.